Dataset: Full USPTO retrosynthesis dataset with 1.9M reactions from patents (1976-2016). Task: Predict the reactants needed to synthesize the given product. (1) Given the product [CH3:47][O:46][CH2:45][CH2:44][N:7]1[C:2](=[O:1])[C:3]2[C:10]([C:11]3[CH:12]=[CH:13][CH:14]=[CH:15][CH:16]=3)=[C:9]([C:17]3[CH:22]=[CH:21][C:20]([C:23]4([NH:27][C:28](=[O:34])[O:29][C:30]([CH3:31])([CH3:33])[CH3:32])[CH2:24][CH2:25][CH2:26]4)=[CH:19][CH:18]=3)[O:8][C:4]=2[N:5]=[CH:6]1, predict the reactants needed to synthesize it. The reactants are: [O:1]=[C:2]1[NH:7][CH:6]=[N:5][C:4]2[O:8][C:9]([C:17]3[CH:22]=[CH:21][C:20]([C:23]4([NH:27][C:28](=[O:34])[O:29][C:30]([CH3:33])([CH3:32])[CH3:31])[CH2:26][CH2:25][CH2:24]4)=[CH:19][CH:18]=3)=[C:10]([C:11]3[CH:16]=[CH:15][CH:14]=[CH:13][CH:12]=3)[C:3]1=2.C([O-])([O-])=O.[K+].[K+].[Na+].[I-].Br[CH2:44][CH2:45][O:46][CH3:47]. (2) Given the product [S:1]1[C:5]2[CH:6]=[CH:7][C:8]([CH2:10][CH2:11][O:12][CH2:13][CH2:30][C:29]([OH:32])=[O:31])=[CH:9][C:4]=2[CH:3]=[CH:2]1, predict the reactants needed to synthesize it. The reactants are: [S:1]1[C:5]2[CH:6]=[CH:7][C:8]([CH2:10][CH2:11][O:12][CH2:13]CC#N)=[CH:9][C:4]=2[CH:3]=[CH:2]1.O.S(=O)(=O)(O)O.C(OCC)(=O)C.[C:29]([OH:32])(=[O:31])[CH3:30]. (3) Given the product [Cl:19][C:7]1[C:6]2[C:11](=[CH:12][CH:13]=[C:4]([O:3][C:2]([F:16])([F:15])[F:1])[CH:5]=2)[N:10]=[CH:9][CH:8]=1, predict the reactants needed to synthesize it. The reactants are: [F:1][C:2]([F:16])([F:15])[O:3][C:4]1[CH:5]=[C:6]2[C:11](=[CH:12][CH:13]=1)[N:10]=[CH:9][CH:8]=[C:7]2O.O=P(Cl)(Cl)[Cl:19]. (4) The reactants are: [NH2:1][C:2]1[C:7]2=[C:8]([C:19]3[CH:24]=[CH:23][C:22]([NH:25][C:26](=[O:35])[NH:27][C:28]4[CH:33]=[CH:32][CH:31]=[C:30]([CH3:34])[N:29]=4)=[C:21](F)[CH:20]=3)[C:9]([C:11]([NH:13][CH2:14][C:15]([F:18])([F:17])[F:16])=[O:12])=[CH:10][N:6]2[N:5]=[CH:4][N:3]=1.[C:37]([OH:42])(=[O:41])[C:38]([OH:40])=[O:39]. Given the product [C:37]([OH:42])(=[O:41])[C:38]([OH:40])=[O:39].[NH2:1][C:2]1[C:7]2=[C:8]([C:19]3[CH:20]=[CH:21][C:22]([NH:25][C:26](=[O:35])[NH:27][C:28]4[CH:33]=[CH:32][CH:31]=[C:30]([CH3:34])[N:29]=4)=[CH:23][CH:24]=3)[C:9]([C:11]([NH:13][CH2:14][C:15]([F:18])([F:16])[F:17])=[O:12])=[CH:10][N:6]2[N:5]=[CH:4][N:3]=1, predict the reactants needed to synthesize it.